Dataset: Forward reaction prediction with 1.9M reactions from USPTO patents (1976-2016). Task: Predict the product of the given reaction. (1) Given the reactants FC(F)(F)C1C=CC(CBr)=CC=1.Br[CH2:14][C:15]1[CH:23]=[CH:22][C:18]2=[N:19][O:20][N:21]=[C:17]2[CH:16]=1.[CH3:24][C:25]1[N:26]=[C:27]([N:35]2[CH2:39][CH2:38][NH:37][C:36]2=[O:40])[S:28][C:29]=1[C:30]([O:32][CH2:33][CH3:34])=[O:31], predict the reaction product. The product is: [N:19]1[O:20][N:21]=[C:17]2[CH:16]=[C:15]([CH2:14][N:37]3[CH2:38][CH2:39][N:35]([C:27]4[S:28][C:29]([C:30]([O:32][CH2:33][CH3:34])=[O:31])=[C:25]([CH3:24])[N:26]=4)[C:36]3=[O:40])[CH:23]=[CH:22][C:18]=12. (2) Given the reactants [C:1]1([CH:7]([C:16]2[CH:21]=[CH:20][CH:19]=[CH:18][CH:17]=2)[O:8][CH:9]2[CH2:14][CH2:13][N:12](C)[CH2:11][CH2:10]2)[CH:6]=[CH:5][CH:4]=[CH:3][CH:2]=1.Cl.Cl[C:24]([O:26][CH2:27][CH3:28])=[O:25], predict the reaction product. The product is: [C:16]1([CH:7]([C:1]2[CH:2]=[CH:3][CH:4]=[CH:5][CH:6]=2)[O:8][CH:9]2[CH2:14][CH2:13][N:12]([C:24]([O:26][CH2:27][CH3:28])=[O:25])[CH2:11][CH2:10]2)[CH:17]=[CH:18][CH:19]=[CH:20][CH:21]=1. (3) Given the reactants [C:1]([C:3]1[CH:4]=[C:5]([C:22]2[CH:23]=[CH:24][C:25]([C:28](O)=[O:29])=[N:26][CH:27]=2)[CH:6]=[CH:7][C:8]=1[O:9][CH2:10][CH:11]1[CH2:16][CH2:15][N:14]([CH2:17][C:18]([F:21])([CH3:20])[CH3:19])[CH2:13][CH2:12]1)#[N:2].[NH:31]1[CH2:35][CH2:34][CH2:33][C@H:32]1[C:36]([NH2:38])=[O:37].C(Cl)CCl.C1C=CC2N(O)N=NC=2C=1.CCN(C(C)C)C(C)C, predict the reaction product. The product is: [C:1]([C:3]1[CH:4]=[C:5]([C:22]2[CH:23]=[CH:24][C:25]([C:28]([N:31]3[CH2:35][CH2:34][CH2:33][C@H:32]3[C:36]([NH2:38])=[O:37])=[O:29])=[N:26][CH:27]=2)[CH:6]=[CH:7][C:8]=1[O:9][CH2:10][CH:11]1[CH2:12][CH2:13][N:14]([CH2:17][C:18]([F:21])([CH3:20])[CH3:19])[CH2:15][CH2:16]1)#[N:2]. (4) Given the reactants [CH:1]1([NH:4][C:5](=[O:28])[NH:6][C:7]2[CH:12]=[CH:11][C:10]([C:13]3[N:18]=[C:17]([CH2:19][OH:20])[CH:16]=[C:15]([N:21]4[CH2:26][CH2:25][O:24][CH2:23][C@@H:22]4[CH3:27])[N:14]=3)=[CH:9][CH:8]=2)[CH2:3][CH2:2]1.C(N(CC)CC)C.[CH3:36][S:37](Cl)(=[O:39])=[O:38], predict the reaction product. The product is: [CH:1]1([NH:4][C:5](=[O:28])[NH:6][C:7]2[CH:12]=[CH:11][C:10]([C:13]3[N:14]=[C:15]([N:21]4[CH2:26][CH2:25][O:24][CH2:23][C@@H:22]4[CH3:27])[CH:16]=[C:17]([CH2:19][O:20][S:37]([CH3:36])(=[O:39])=[O:38])[N:18]=3)=[CH:9][CH:8]=2)[CH2:3][CH2:2]1. (5) Given the reactants [C:1]([NH:5][C:6]([C:8]1[CH:13]=[CH:12][C:11]([S:14]([N:17]2[C:21](=[O:22])[NH:20][C:19]([C:23]3[CH:28]=[CH:27][C:26]([Cl:29])=[CH:25][CH:24]=3)=[N:18]2)(=[O:16])=[O:15])=[C:10]([O:30][CH3:31])[CH:9]=1)=[O:7])([CH3:4])([CH3:3])[CH3:2].C(=O)([O-])[O-].[Cs+].[Cs+].Br[CH2:39][CH:40]([OH:45])[C:41]([F:44])([F:43])[F:42], predict the reaction product. The product is: [C:1]([NH:5][C:6]([C:8]1[CH:13]=[CH:12][C:11]([S:14]([N:17]2[C:21](=[O:22])[N:20]([CH2:39][CH:40]([OH:45])[C:41]([F:44])([F:43])[F:42])[C:19]([C:23]3[CH:24]=[CH:25][C:26]([Cl:29])=[CH:27][CH:28]=3)=[N:18]2)(=[O:16])=[O:15])=[C:10]([O:30][CH3:31])[CH:9]=1)=[O:7])([CH3:4])([CH3:3])[CH3:2].